From a dataset of Reaction yield outcomes from USPTO patents with 853,638 reactions. Predict the reaction yield, written as a fraction of the theoretical maximum amount of product (1.0 means a 100% yield; for example, 0.34 means a 34% yield). (1) The reactants are [Cl:1][C:2]1[CH:3]=[CH:4][C:5]([O:26][CH2:27][CH:28]([CH3:30])[CH3:29])=[C:6]([CH2:8][N:9]2[C:13]([CH3:14])=[CH:12][C:11]([C:15]([NH:17][C:18]3[CH:23]=[CH:22][C:21]([CH2:24][OH:25])=[CH:20][CH:19]=3)=[O:16])=[N:10]2)[CH:7]=1. The catalyst is ClCCl. The product is [Cl:1][C:2]1[CH:3]=[CH:4][C:5]([O:26][CH2:27][CH:28]([CH3:30])[CH3:29])=[C:6]([CH2:8][N:9]2[C:13]([CH3:14])=[CH:12][C:11]([C:15]([NH:17][C:18]3[CH:23]=[CH:22][C:21]([CH:24]=[O:25])=[CH:20][CH:19]=3)=[O:16])=[N:10]2)[CH:7]=1. The yield is 0.880. (2) The reactants are [Cl:1][C:2]1[CH:3]=[C:4]([NH:9][C:10]2[C:19]3[C:14](=[CH:15][CH:16]=[C:17]([C:20]4[O:21][C:22]([CH:25]=O)=[CH:23][CH:24]=4)[CH:18]=3)[N:13]=[CH:12][N:11]=2)[CH:5]=[CH:6][C:7]=1[F:8].Cl.[N+:28]([C:31]1[CH:36]=[CH:35][C:34]([CH2:37][CH2:38][NH2:39])=[CH:33][CH:32]=1)([O-:30])=[O:29].C(N(C(C)C)CC)(C)C.C(O[BH-](OC(=O)C)OC(=O)C)(=O)C.[Na+]. The catalyst is O1CCCC1.CN(C=O)C. The product is [Cl:1][C:2]1[CH:3]=[C:4]([NH:9][C:10]2[C:19]3[C:14](=[CH:15][CH:16]=[C:17]([C:20]4[O:21][C:22]([CH2:25][NH:39][CH2:38][CH2:37][C:34]5[CH:33]=[CH:32][C:31]([N+:28]([O-:30])=[O:29])=[CH:36][CH:35]=5)=[CH:23][CH:24]=4)[CH:18]=3)[N:13]=[CH:12][N:11]=2)[CH:5]=[CH:6][C:7]=1[F:8]. The yield is 0.615.